This data is from Forward reaction prediction with 1.9M reactions from USPTO patents (1976-2016). The task is: Predict the product of the given reaction. (1) Given the reactants [Cl:1][C:2]1[CH:3]=[C:4]([CH:9]=[CH:10][C:11]=1[O:12][CH:13]([CH3:15])[CH3:14])[C:5]([O:7]C)=[O:6].[OH-].[Na+], predict the reaction product. The product is: [Cl:1][C:2]1[CH:3]=[C:4]([CH:9]=[CH:10][C:11]=1[O:12][CH:13]([CH3:15])[CH3:14])[C:5]([OH:7])=[O:6]. (2) Given the reactants [C:1]([CH:3]([CH:7]1[C:11]([Cl:12])=[C:10](Cl)C(=O)O1)[C:4]([NH2:6])=[O:5])#[N:2].[NH2:15][CH2:16][C:17]1[CH:18]=[C:19]([S:23]([NH:26][CH3:27])(=[O:25])=[O:24])[CH:20]=[CH:21][CH:22]=1.C(=O)([O-])[O-].[K+].[K+], predict the reaction product. The product is: [ClH:12].[Cl:12][C:11]1[CH:7]=[C:3]([C:4]([NH2:6])=[O:5])[C:1](=[NH:2])[N:15]([CH2:16][C:17]2[CH:22]=[CH:21][CH:20]=[C:19]([S:23](=[O:25])(=[O:24])[NH:26][CH3:27])[CH:18]=2)[CH:10]=1.